The task is: Predict the reaction yield, written as a fraction of the theoretical maximum amount of product (1.0 means a 100% yield; for example, 0.34 means a 34% yield).. This data is from Reaction yield outcomes from USPTO patents with 853,638 reactions. (1) The reactants are [CH:1](=O)[CH:2]([CH3:4])[CH3:3].[CH3:6][O:7][C:8](=[O:12])[CH2:9][C:10]#[N:11].[OH-].[NH4+].C(O)(=O)C. The catalyst is C1(C)C=CC=CC=1. The product is [CH3:6][O:7][C:8](=[O:12])[C:9]([C:10]#[N:11])=[CH:1][CH:2]([CH3:4])[CH3:3]. The yield is 0.900. (2) The reactants are [Si:1]([O:8][CH2:9][CH2:10]/[C:11](=[CH:16]\[NH:17][NH:18][C:19]1[CH:24]=[C:23]([C:25]#[N:26])[CH:22]=[CH:21][N:20]=1)/[C:12](OC)=[O:13])([C:4]([CH3:7])([CH3:6])[CH3:5])([CH3:3])[CH3:2].CC([O-])(C)C.[K+].OS([O-])(=O)=O.[Na+]. The catalyst is C(O)C.C(OCC)(=O)C. The product is [Si:1]([O:8][CH2:9][CH2:10][C:11]1[CH:16]=[N:17][N:18]([C:19]2[CH:24]=[C:23]([C:25]#[N:26])[CH:22]=[CH:21][N:20]=2)[C:12]=1[OH:13])([C:4]([CH3:7])([CH3:6])[CH3:5])([CH3:3])[CH3:2]. The yield is 0.100. (3) The catalyst is O1CCOCC1.O. The yield is 0.950. The product is [CH:1]([NH:4][C:12]([C:14]1[CH:19]=[CH:18][C:17]([O:20][CH2:21][C:22]2[C:23]([C:28]3[CH:33]=[CH:32][CH:31]=[CH:30][CH:29]=3)=[N:24][O:25][C:26]=2[CH3:27])=[CH:16][N:15]=1)=[O:11])([CH3:3])[CH3:2]. The reactants are [CH:1]([NH2:4])([CH3:3])[CH3:2].C[Al](C)C.C([O:11][C:12]([C:14]1[CH:19]=[CH:18][C:17]([O:20][CH2:21][C:22]2[C:23]([C:28]3[CH:33]=[CH:32][CH:31]=[CH:30][CH:29]=3)=[N:24][O:25][C:26]=2[CH3:27])=[CH:16][N:15]=1)=O)C.[C@H](O)(C([O-])=O)[C@@H](O)C([O-])=O.[Na+].[K+]. (4) The reactants are [N+:1]([C:4]1[NH:5][CH:6]=[CH:7][N:8]=1)([O-:3])=[O:2].[CH3:9][O:10][C:11](=[O:35])[C@H:12]([CH2:33]O)[NH:13][C:14]([C:27]1[CH:32]=[CH:31][CH:30]=[CH:29][CH:28]=1)([C:21]1[CH:26]=[CH:25][CH:24]=[CH:23][CH:22]=1)[C:15]1[CH:20]=[CH:19][CH:18]=[CH:17][CH:16]=1.C1(P(C2C=CC=CC=2)C2C=CC=CC=2)C=CC=CC=1. The catalyst is C1COCC1. The product is [N+:1]([C:4]1[N:5]([CH2:33][C@@H:12]([C:11]([O:10][CH3:9])=[O:35])[NH:13][C:14]([C:15]2[CH:20]=[CH:19][CH:18]=[CH:17][CH:16]=2)([C:27]2[CH:28]=[CH:29][CH:30]=[CH:31][CH:32]=2)[C:21]2[CH:22]=[CH:23][CH:24]=[CH:25][CH:26]=2)[CH:6]=[CH:7][N:8]=1)([O-:3])=[O:2]. The yield is 0.440. (5) The reactants are C[O:2][C:3]([CH:5]1[CH:18]([C:19]2[CH:24]=[CH:23][C:22]([O:25][CH3:26])=[CH:21][CH:20]=2)[CH:17]2[CH:12]([CH2:13][CH2:14][CH2:15][CH2:16]2)[C:11]2[C:6]1=[CH:7][CH:8]=[C:9]([O:27][CH3:28])[CH:10]=2)=O.[H-].[Al+3].[Li+].[H-].[H-].[H-].O1CCCC1.[C@H](O)(C([O-])=O)[C@@H](O)C([O-])=O.[Na+].[K+]. The catalyst is C(OCC)(=O)C. The product is [CH3:28][O:27][C:9]1[CH:10]=[C:11]2[C:6](=[CH:7][CH:8]=1)[CH:5]([CH2:3][OH:2])[CH:18]([C:19]1[CH:24]=[CH:23][C:22]([O:25][CH3:26])=[CH:21][CH:20]=1)[CH:17]1[CH:12]2[CH2:13][CH2:14][CH2:15][CH2:16]1. The yield is 0.900. (6) The reactants are [C:1]([O:5][C:6]([NH:8][CH2:9][C:10]1[CH:15]=[CH:14][C:13]([CH2:16][NH:17][C:18]([N:20]2[CH2:25][CH2:24][N:23]([C:26](=[O:39])[CH2:27][NH:28]C(=O)OCC3C=CC=CC=3)[CH2:22][CH2:21]2)=[O:19])=[CH:12][CH:11]=1)=[O:7])([CH3:4])([CH3:3])[CH3:2]. The catalyst is CO.[Pd]. The product is [NH2:28][CH2:27][C:26]([N:23]1[CH2:22][CH2:21][N:20]([C:18]([NH:17][CH2:16][C:13]2[CH:14]=[CH:15][C:10]([CH2:9][NH:8][C:6](=[O:7])[O:5][C:1]([CH3:4])([CH3:2])[CH3:3])=[CH:11][CH:12]=2)=[O:19])[CH2:25][CH2:24]1)=[O:39]. The yield is 0.830. (7) The reactants are [C:1]1([C:7]2[C:15]3[C:10](=[N:11][CH:12]=[C:13]([C:16]4[CH:21]=[CH:20][CH:19]=[CH:18][C:17]=4[O:22]C)[CH:14]=3)[NH:9][CH:8]=2)[CH:6]=[CH:5][CH:4]=[CH:3][CH:2]=1.B(Br)(Br)Br.CO. The product is [C:1]1([C:7]2[C:15]3[C:10](=[N:11][CH:12]=[C:13]([C:16]4[CH:21]=[CH:20][CH:19]=[CH:18][C:17]=4[OH:22])[CH:14]=3)[NH:9][CH:8]=2)[CH:2]=[CH:3][CH:4]=[CH:5][CH:6]=1. The yield is 0.340. The catalyst is C(Cl)Cl. (8) The reactants are [Cl:1][C:2]1[CH:11]=[CH:10][C:5]([C:6]([O:8][CH3:9])=[O:7])=[C:4]([NH:12][CH2:13][CH2:14][CH2:15][OH:16])[C:3]=1[NH:17][C:18](=S)[NH:19][C:20]1[CH:25]=[CH:24][C:23]([Cl:26])=[CH:22][C:21]=1[Cl:27].Cl.C(N=C=NCCCN(C)C)C.C(N(CC)CC)C. The catalyst is O1CCCC1. The product is [Cl:1][C:2]1[C:3]2[N:17]=[C:18]([NH:19][C:20]3[CH:25]=[CH:24][C:23]([Cl:26])=[CH:22][C:21]=3[Cl:27])[N:12]([CH2:13][CH2:14][CH2:15][OH:16])[C:4]=2[C:5]([C:6]([O:8][CH3:9])=[O:7])=[CH:10][CH:11]=1. The yield is 0.710. (9) The reactants are [F:1][C:2]1[CH:3]=[CH:4][C:5]([CH3:23])=[C:6]([C@H:8]([OH:22])[C@@H:9]2[CH2:14][CH2:13][CH2:12][N:11]([C:15]([O:17][C:18]([CH3:21])([CH3:20])[CH3:19])=[O:16])[CH2:10]2)[CH:7]=1.[H-].[Na+].Br[CH2:27][C:28]#[N:29]. The catalyst is CC#N. The product is [C:28]([CH2:27][O:22][C@@H:8]([C:6]1[CH:7]=[C:2]([F:1])[CH:3]=[CH:4][C:5]=1[CH3:23])[C@@H:9]1[CH2:14][CH2:13][CH2:12][N:11]([C:15]([O:17][C:18]([CH3:19])([CH3:20])[CH3:21])=[O:16])[CH2:10]1)#[N:29]. The yield is 0.900. (10) The reactants are Cl[C:2]1[N:7]=[C:6]([C:8]2[CH:13]=[CH:12][C:11]([F:14])=[CH:10][CH:9]=2)[C:5]([CH3:15])=[CH:4][N:3]=1.[CH3:16][N:17]1[CH2:22][CH2:21][N:20]([CH2:23][C:24]2[CH:30]=[CH:29][C:27]([NH2:28])=[CH:26][CH:25]=2)[CH2:19][CH2:18]1. No catalyst specified. The product is [F:14][C:11]1[CH:12]=[CH:13][C:8]([C:6]2[C:5]([CH3:15])=[CH:4][N:3]=[C:2]([NH:28][C:27]3[CH:26]=[CH:25][C:24]([CH2:23][N:20]4[CH2:19][CH2:18][N:17]([CH3:16])[CH2:22][CH2:21]4)=[CH:30][CH:29]=3)[N:7]=2)=[CH:9][CH:10]=1. The yield is 0.790.